Dataset: Peptide-MHC class I binding affinity with 185,985 pairs from IEDB/IMGT. Task: Regression. Given a peptide amino acid sequence and an MHC pseudo amino acid sequence, predict their binding affinity value. This is MHC class I binding data. (1) The peptide sequence is VITETIPIGM. The MHC is HLA-A02:01 with pseudo-sequence HLA-A02:01. The binding affinity (normalized) is 0.327. (2) The peptide sequence is LEACYKRSV. The MHC is HLA-B15:42 with pseudo-sequence YYAMYREISTNTYESNLYWTYNLYTWAELAYTWY. The binding affinity (normalized) is 0.213. (3) The peptide sequence is FVSLAIDAY. The MHC is HLA-A23:01 with pseudo-sequence HLA-A23:01. The binding affinity (normalized) is 0.0511. (4) The peptide sequence is DRKLAINSL. The MHC is HLA-A03:01 with pseudo-sequence HLA-A03:01. The binding affinity (normalized) is 0. (5) The peptide sequence is SSPPSYFQTHT. The MHC is Mamu-A01 with pseudo-sequence Mamu-A01. The binding affinity (normalized) is 0.605. (6) The peptide sequence is KGFFRVFKK. The MHC is HLA-A23:01 with pseudo-sequence HLA-A23:01. The binding affinity (normalized) is 0.0847. (7) The peptide sequence is MSLYMAISPK. The MHC is HLA-A03:01 with pseudo-sequence HLA-A03:01. The binding affinity (normalized) is 1.00.